This data is from Experimentally validated miRNA-target interactions with 360,000+ pairs, plus equal number of negative samples. The task is: Binary Classification. Given a miRNA mature sequence and a target amino acid sequence, predict their likelihood of interaction. (1) The miRNA is hsa-miR-3912-3p with sequence UAACGCAUAAUAUGGACAUGU. The protein sequence of the target gene is MEPAQQPPPQPAPQGPAPPSVSPAGTPAAPPAPPAGHQVVHVRGDSETDLEALFNAVMNPKTANVPQTVPMRLRKLPDSFFKPPEPKSHSRQASTDAGTAGALTPQHVRAHSSPASLQLGAVSPGTLTASGVVSGPAAAPAAQHLRQSSFEIPDDVPLPAGWEMAKTSSGQRYFLNHNDQTTTWQDPRKAMLSQLNVPAPASPAVPQTLMNSASGPLPDGWEQAMTQDGEVYYINHKNKTTSWLDPRLDPRFAMNQRITQSAPVKQPPPLAPQSPQGGVLGGGSSNQQQQIQLQQLQMEK.... Result: 0 (no interaction). (2) The miRNA is hsa-miR-1469 with sequence CUCGGCGCGGGGCGCGGGCUCC. The protein sequence of the target gene is MRGTPLLLVSLFALLQPGDCRLANAEEKLMDDLLNKTRYNNLIRPATSSSQLISIRLELSLSQLISVNEREQIMTTSIWLKQEWTDYRLAWNSSCYEGVNILRIPAKRVWLPDIVLYNNADGTYEVSVYTNVIVRSNGSIQWLPPAIYKSACKIEVKHFPFDQQNCTLKFRSWTYDHTEIDMVLKSPTAIMDDFTPSGEWDIVALPGRRTVNPQDPSYVDVTYDFIIKRKPLFYTINLIIPCVLITSLAILVFYLPSDCGEKMTLCISVLLALTFFLLLISKIVPPTSLDIPLIGKYLLF.... Result: 0 (no interaction). (3) The miRNA is hsa-miR-103a-3p with sequence AGCAGCAUUGUACAGGGCUAUGA. The protein sequence of the target gene is MATVAEQWVLVEMVQALYEAPAYHLILEGILILWIIRLVFSKTYKLQERSDLTAKEKEELIEEWQPEPLVPPVSKNHPALNYNIVSGPPTHNIVVNGKECVNFASFNFLGLLANPRVKATAFSSLKKYGVGTCGPRGFYGTFDVHLDLEERLAKFMKTEEAIIYSYGFSTIASAIPAYSKRGDIIFVDSAACFAIQKGLQASRSDIKLFKHNDVADLERLLKEQEIEDQKNPRKARVTRRFIVVEGLYMNTGTICPLPELVKLKYKYKARIFLEESLSFGVLGEHGRGVTEHYGISIDDI.... Result: 0 (no interaction). (4) The miRNA is mmu-miR-297a-5p with sequence AUGUAUGUGUGCAUGUGCAUGU. The protein sequence of the target gene is MADRDSGSEQGGAALGSGGSLGHPGSGSGSGGGGGGGGGGGGSGGGGGAPGGLQHETQELASKRVDIQNKRFYLDVKQNAKGRFLKIAEVGAGGNKSRLTLSMSVAVEFRDYLGDFIEHYAQLGPSQPPDLAQAQDEPRRALKSEFLVRENRKYYMDLKENQRGRFLRIRQTVNRGPGLGSTQGQTIALPAQGLIEFRDALAKLIDDYGVEEEPAELPEGTSLTVDNKRFFFDVGSNKYGVFMRVSEVKPTYRNSITVPYKVWAKFGHTFCKYSEEMKKIQEKQREKRAACEQLHQQQQQ.... Result: 1 (interaction). (5) The miRNA is mmu-miR-1970 with sequence UGUGUCACUGGGGAUAGGCUUUG. The protein sequence of the target gene is MEGSGKLAMVEDAVEYHLFLIPDKARGTEEHREILQKYIERIMTQFAPILVPYIWQNQPFNLKYKPAKGGVPAHMYGMTKFGDNIEDEWFIVYVIKQITKEFPELVARVEDNDGEFLLIEAADFLPKWLDPDNSANRVFFHHGELCIIPVPRKSERIPWLPMTPPTIQQALSIISAHPEAVLASESIQAAVDRRVSGYPERVEASLHRAHCFLPAGIVAVLKQQPRLLSAAVQAFYLRDPIDLRACRVFKTFLPETRIMASVTFTKCLYAQLVQQKFVPDRRSGYGLPPPSHPQYRAYEL.... Result: 0 (no interaction).